From a dataset of Forward reaction prediction with 1.9M reactions from USPTO patents (1976-2016). Predict the product of the given reaction. (1) Given the reactants Br[C:2]1[CH:9]=[C:8]([OH:10])[C:5]([C:6]#[N:7])=[C:4]([F:11])[CH:3]=1.C([O-])(=O)C.[K+].C(Cl)Cl.Cl[C:21]1[CH:26]=[C:25]([N:27]2[CH2:32][CH2:31][O:30][CH2:29][C@H:28]2[CH3:33])[N:24]=[C:23]([NH:34][CH3:35])[N:22]=1.C([O-])([O-])=O.[K+].[K+], predict the reaction product. The product is: [F:11][C:4]1[CH:3]=[C:2]([C:21]2[CH:26]=[C:25]([N:27]3[CH2:32][CH2:31][O:30][CH2:29][C@H:28]3[CH3:33])[N:24]=[C:23]([NH:34][CH3:35])[N:22]=2)[CH:9]=[C:8]([OH:10])[C:5]=1[C:6]#[N:7]. (2) The product is: [C:1]([CH:4]1[CH2:8][N:7]([C:9]2[CH:10]=[N:11][N:12]3[CH2:17][C@H:16]([CH3:18])[N:15]([C:19]([O:21][C:22]([CH3:25])([CH3:24])[CH3:23])=[O:20])[CH2:14][C:13]=23)[C:6](=[O:26])[CH2:5]1)#[N:2]. Given the reactants [C:1]([CH:4]1[CH2:8][N:7]([C:9]2[CH:10]=[N:11][N:12]3[CH2:17][C@H:16]([CH3:18])[N:15]([C:19]([O:21][C:22]([CH3:25])([CH3:24])[CH3:23])=[O:20])[CH2:14][C:13]=23)[C:6](=[O:26])[CH2:5]1)(=O)[NH2:2].N1C=CC=CC=1.FC(F)(F)C(OC(=O)C(F)(F)F)=O, predict the reaction product. (3) Given the reactants [CH3:1][C:2]([C@@H:4]1[C@@:8]2([CH3:23])[CH2:9][CH2:10][C@@H:11]3[C@@:16]4([CH3:22])[CH2:17][CH2:18][C@H:19]([OH:21])[CH2:20][C:15]4=[CH:14][CH2:13][C@H:12]3[C@@H:7]2[CH2:6][CH2:5]1)=O.Cl.[CH2:25]([O:27][NH2:28])[CH3:26].N1C=CC=CC=1, predict the reaction product. The product is: [CH2:25]([O:27]/[N:28]=[C:2](/[C@@H:4]1[C@:8]2([CH3:23])[C@H:7]([C@H:12]3[C@H:11]([CH2:10][CH2:9]2)[C@:16]2([CH3:22])[C:17]([CH2:18][C@@H:19]([OH:21])[CH2:20][CH2:15]2)=[CH:14][CH2:13]3)[CH2:6][CH2:5]1)\[CH3:1])[CH3:26]. (4) Given the reactants [OH:1][C:2]1[CH:7]=[CH:6][C:5]([CH2:8][CH2:9][CH2:10][OH:11])=[CH:4][CH:3]=1.C(=O)([O-])[O-:13].[K+].[K+].[CH3:18][C:19]([CH3:21])=[O:20], predict the reaction product. The product is: [OH:11][CH2:10][CH2:9][CH2:8][C:5]1[CH:4]=[CH:3][C:2]([O:1][CH2:18][C@@H:19]([OH:20])[CH2:21][OH:13])=[CH:7][CH:6]=1. (5) Given the reactants [Br:1][C:2]1[CH:7]=[CH:6][C:5]([CH:8]=[CH2:9])=[C:4]([O:10][CH3:11])[CH:3]=1.[Cl-:12].P(Cl)(Cl)([Cl:15])=O.[O:18]1CC[CH2:20][CH2:19]1, predict the reaction product. The product is: [Br:1][C:2]1[CH:7]=[CH:6][C:5]([CH:8]2[CH2:20][C:19](=[O:18])[C:9]2([Cl:15])[Cl:12])=[C:4]([O:10][CH3:11])[CH:3]=1.